Task: Predict the product of the given reaction.. Dataset: Forward reaction prediction with 1.9M reactions from USPTO patents (1976-2016) (1) Given the reactants [NH2:1][C:2]1[CH:7]=[CH:6][C:5]([OH:8])=[CH:4][C:3]=1[N+:9]([O-:11])=[O:10].[CH3:12]C([O-])(C)C.[K+].Cl[C:19]1[CH:24]=[CH:23]N=[C:21]([C:25]([NH:27][CH3:28])=[O:26])[CH:20]=1.C([O-])([O-])=O.[K+].[K+].C[NH-], predict the reaction product. The product is: [NH2:1][C:2]1[CH:7]=[CH:6][C:5]([O:8][C:19]2[CH:20]=[C:21]([CH:12]=[CH:23][CH:24]=2)[C:25]([NH:27][CH3:28])=[O:26])=[CH:4][C:3]=1[N+:9]([O-:11])=[O:10]. (2) The product is: [ClH:1].[ClH:1].[NH:3]1[C:7]2=[CH:8][N:9]=[CH:10][CH:11]=[C:6]2[CH:5]=[C:4]1[CH2:12][NH:13][C:14](=[O:21])[C:15]1[CH:20]=[CH:19][CH:18]=[N:17][CH:16]=1. Given the reactants [ClH:1].Cl.[NH:3]1[C:7]2=[CH:8][N:9]=[CH:10][CH:11]=[C:6]2[CH:5]=[C:4]1[CH2:12][NH2:13].[C:14](O)(=[O:21])[C:15]1[CH:20]=[CH:19][CH:18]=[N:17][CH:16]=1.C(N(C(C)C)CC)(C)C.CCN=C=NCCCN(C)C.C1C=CC2N(O)N=NC=2C=1, predict the reaction product. (3) Given the reactants [CH2:1]([N:5]([CH2:35][CH2:36][CH2:37][CH3:38])[C:6]([C:8]1[CH:12]=[C:11]([CH3:13])[N:10]([C:14]2[CH:19]=[C:18]([OH:20])[CH:17]=[CH:16][C:15]=2[C:21]([N:23]2[C@H:32]([CH2:33][OH:34])[CH2:31][C:30]3[C:25](=[CH:26][CH:27]=[CH:28][CH:29]=3)[CH2:24]2)=[O:22])[N:9]=1)=[O:7])[CH2:2][CH2:3][CH3:4].CC(C)([O-])C.[K+].Cl[CH2:46][C:47]([O:49][CH2:50][C:51]1[CH:56]=[CH:55][CH:54]=[CH:53][CH:52]=1)=[O:48].Cl, predict the reaction product. The product is: [CH2:50]([O:49][C:47](=[O:48])[CH2:46][O:20][C:18]1[CH:17]=[CH:16][C:15]([C:21]([N:23]2[C@H:32]([CH2:33][OH:34])[CH2:31][C:30]3[C:25](=[CH:26][CH:27]=[CH:28][CH:29]=3)[CH2:24]2)=[O:22])=[C:14]([N:10]2[C:11]([CH3:13])=[CH:12][C:8]([C:6](=[O:7])[N:5]([CH2:1][CH2:2][CH2:3][CH3:4])[CH2:35][CH2:36][CH2:37][CH3:38])=[N:9]2)[CH:19]=1)[C:51]1[CH:56]=[CH:55][CH:54]=[CH:53][CH:52]=1. (4) Given the reactants CS([C:4]1[N:5]=[CH:6][C:7]2[CH2:12][N:11]([C:13]3[CH:18]=[CH:17][N:16]=[C:15]([C:19]([NH:21][C:22]4[CH:27]=[CH:26][CH:25]=[C:24]([C:28]([F:31])([F:30])[F:29])[CH:23]=4)=[O:20])[CH:14]=3)[CH2:10][C:8]=2[N:9]=1)=O.CS(C1[N:37]=CC2CN(C3C=CN=C(C(NC4C=CC=C(C(F)(F)F)C=4)=O)C=3)CC=2N=1)(=O)=O.[OH-].[NH4+], predict the reaction product. The product is: [F:29][C:28]([F:31])([F:30])[C:24]1[CH:23]=[C:22]([NH:21][C:19]([C:15]2[CH:14]=[C:13]([N:11]3[CH2:12][C:7]4[CH:6]=[N:5][C:4]([NH2:37])=[N:9][C:8]=4[CH2:10]3)[CH:18]=[CH:17][N:16]=2)=[O:20])[CH:27]=[CH:26][CH:25]=1. (5) Given the reactants Br[C:2]1[CH:3]=[C:4]([N+:16]([O-:18])=[O:17])[C:5]([NH2:15])=[N:6][C:7]=1[C:8]1[CH:13]=[CH:12][CH:11]=[CH:10][C:9]=1[F:14].[F:19][C:20]1[CH:21]=[N:22][CH:23]=[CH:24][C:25]=1[Sn](CCCC)(CCCC)CCCC, predict the reaction product. The product is: [F:19][C:20]1[CH:21]=[N:22][CH:23]=[CH:24][C:25]=1[C:2]1[C:7]([C:8]2[CH:13]=[CH:12][CH:11]=[CH:10][C:9]=2[F:14])=[N:6][C:5]([NH2:15])=[C:4]([N+:16]([O-:18])=[O:17])[CH:3]=1.